From a dataset of Catalyst prediction with 721,799 reactions and 888 catalyst types from USPTO. Predict which catalyst facilitates the given reaction. (1) Reactant: [NH2:1][C:2]1[CH:26]=[C:25]([O:27][C:28]2[CH:33]=[CH:32][CH:31]=[CH:30][CH:29]=2)[CH:24]=[CH:23][C:3]=1[C:4]([NH:6][C:7]1[CH:12]=[CH:11][C:10]([O:13][CH2:14][CH2:15][N:16]2[CH2:20][CH2:19][CH2:18][CH2:17]2)=[C:9]([O:21][CH3:22])[CH:8]=1)=[O:5].[CH2:34](C(CC)(CC)C([O-])([O-])[O-])[CH3:35].C1CCN2C(=NCCC2)CC1. Product: [CH3:22][O:21][C:9]1[CH:8]=[C:7]([N:6]2[C:4](=[O:5])[C:3]3[C:2](=[CH:26][C:25]([O:27][C:28]4[CH:29]=[CH:30][CH:31]=[CH:32][CH:33]=4)=[CH:24][CH:23]=3)[N:1]=[C:34]2[CH3:35])[CH:12]=[CH:11][C:10]=1[O:13][CH2:14][CH2:15][N:16]1[CH2:17][CH2:18][CH2:19][CH2:20]1. The catalyst class is: 26. (2) Reactant: [Br:1][C:2]1[CH:3]=[C:4]([C:9](=[O:11])[CH3:10])[CH:5]=[CH:6][C:7]=1[F:8].[CH2:12](O)[CH2:13][OH:14].C1(C)C=CC(S(O)(=O)=O)=CC=1.O. Product: [Br:1][C:2]1[CH:3]=[C:4]([C:9]2([CH3:10])[O:14][CH2:13][CH2:12][O:11]2)[CH:5]=[CH:6][C:7]=1[F:8]. The catalyst class is: 11.